From a dataset of Forward reaction prediction with 1.9M reactions from USPTO patents (1976-2016). Predict the product of the given reaction. (1) Given the reactants N#N.[CH3:3][O:4][C:5]([C:7]1[CH:11]=[C:10](Br)[O:9][C:8]=1[CH3:13])=[O:6].[N+:14]([C:17]1[CH:18]=[C:19]([NH2:32])[CH:20]=[CH:21][C:22]=1B1OC(C)(C)C(C)(C)O1)([O-:16])=[O:15].C(=O)(O)[O-].[Na+], predict the reaction product. The product is: [CH3:3][O:4][C:5]([C:7]1[CH:11]=[C:10]([C:22]2[CH:21]=[CH:20][C:19]([NH2:32])=[CH:18][C:17]=2[N+:14]([O-:16])=[O:15])[O:9][C:8]=1[CH3:13])=[O:6]. (2) Given the reactants Cl.[N:2]1([CH:15]2[CH2:20][CH2:19][CH2:18][NH:17][CH2:16]2)[C:13]2=[C:14]3[C:9](=[CH:10][CH:11]=[CH:12]2)[CH:8]=[N:7][CH:6]=[C:5]3[CH2:4][CH2:3]1.[CH3:21][O:22][CH2:23][CH2:24]Br, predict the reaction product. The product is: [CH3:21][O:22][CH2:23][CH2:24][N:17]1[CH2:18][CH2:19][CH2:20][CH:15]([N:2]2[C:13]3=[C:14]4[C:9](=[CH:10][CH:11]=[CH:12]3)[CH:8]=[N:7][CH:6]=[C:5]4[CH2:4][CH2:3]2)[CH2:16]1. (3) Given the reactants [O:1]=[C:2]1[N:7]([C:8]2[S:9][CH:10]=[CH:11][N:12]=2)[CH:6]=[C:5]([C:13]([O:15]C)=[O:14])[CH:4]=[CH:3]1.[OH-].[Li+].[CH3:19]O, predict the reaction product. The product is: [CH3:19][C:6]1[N:7]([C:8]2[S:9][CH:10]=[CH:11][N:12]=2)[C:2](=[O:1])[CH:3]=[CH:4][C:5]=1[C:13]([OH:15])=[O:14]. (4) Given the reactants [CH2:1]([N:8]1[C:16]2[C:11](=[CH:12][CH:13]=[CH:14][CH:15]=2)[C:10]([C:17]2[O:18][C:19]([C:22]3[CH:23]=[C:24]4[C:29](=[CH:30][CH:31]=3)[CH:28]=[C:27]([O:32][CH2:33][C:34]#[N:35])[CH:26]=[CH:25]4)=[CH:20][N:21]=2)=[CH:9]1)[C:2]1[CH:7]=[CH:6][CH:5]=[CH:4][CH:3]=1.[N-:36]=[N+:37]=[N-:38].[Na+].[Cl-].[NH4+].Cl, predict the reaction product. The product is: [CH2:1]([N:8]1[C:16]2[C:11](=[CH:12][CH:13]=[CH:14][CH:15]=2)[C:10]([C:17]2[O:18][C:19]([C:22]3[CH:31]=[CH:30][C:29]4[C:24](=[CH:25][CH:26]=[C:27]([O:32][CH2:33][C:34]5[NH:38][N:37]=[N:36][N:35]=5)[CH:28]=4)[CH:23]=3)=[CH:20][N:21]=2)=[CH:9]1)[C:2]1[CH:7]=[CH:6][CH:5]=[CH:4][CH:3]=1.